Dataset: Catalyst prediction with 721,799 reactions and 888 catalyst types from USPTO. Task: Predict which catalyst facilitates the given reaction. (1) Reactant: I[CH3:2].[CH3:3][O:4][CH:5]([O:13][CH3:14])[C:6]1[CH:11]=[CH:10][N:9]=[C:8]([S-:12])[N:7]=1.[Na+]. Product: [CH3:14][O:13][CH:5]([O:4][CH3:3])[C:6]1[CH:11]=[CH:10][N:9]=[C:8]([S:12][CH3:2])[N:7]=1. The catalyst class is: 5. (2) Reactant: [CH3:1][O:2]C(=O)C1C=CC(N)=C(C=O)C=1.[OH-].[K+].[Cl:16][C:17]1[CH:48]=[CH:47][C:20]([C:21]2[C:26]([C:27]3[CH:36]=[CH:35][C:34]4[C:29](=[CH:30][CH:31]=[C:32]([C:37]([OH:39])=[O:38])[CH:33]=4)[N:28]=3)=[CH:25][C:24](C(N3CCCC3)=O)=[CH:23][CH:22]=2)=[CH:19][CH:18]=1. Product: [Cl:16][C:17]1[CH:18]=[CH:19][C:20]([C:21]2[C:26]([C:27]3[CH:36]=[CH:35][C:34]4[C:29](=[CH:30][CH:31]=[C:32]([C:37]([OH:39])=[O:38])[CH:33]=4)[N:28]=3)=[CH:25][C:24]([O:2][CH3:1])=[CH:23][CH:22]=2)=[CH:47][CH:48]=1. The catalyst class is: 14. (3) Reactant: [CH2:1]([C:4]1([C:24]2[CH:29]=[CH:28][CH:27]=[CH:26][CH:25]=2)[O:9][C:8](=[O:10])[N:7]([C@H:11]([C:13]([O:16][Si](C(C)(C)C)(C)C)([CH3:15])[CH3:14])[CH3:12])[CH2:6][CH2:5]1)[CH:2]=[CH2:3]. Product: [CH2:1]([C:4]1([C:24]2[CH:25]=[CH:26][CH:27]=[CH:28][CH:29]=2)[O:9][C:8](=[O:10])[N:7]([C@H:11]([C:13]([OH:16])([CH3:14])[CH3:15])[CH3:12])[CH2:6][CH2:5]1)[CH:2]=[CH2:3]. The catalyst class is: 137.